This data is from Full USPTO retrosynthesis dataset with 1.9M reactions from patents (1976-2016). The task is: Predict the reactants needed to synthesize the given product. (1) Given the product [CH3:22][N:23]1[CH:27]=[C:26]([C:28]2[CH:33]=[C:32]([O:34][C:35]3[CH:36]=[CH:37][C:38]([NH:41][C:11]([N:12]4[CH2:13][CH2:14][N:10]([C@H:7]5[CH2:8][CH2:9][O:5][CH2:6]5)[C:1]4=[O:2])=[O:15])=[N:39][CH:40]=3)[CH:31]=[CH:30][N:29]=2)[CH:25]=[N:24]1, predict the reactants needed to synthesize it. The reactants are: [C:1](Cl)(Cl)=[O:2].[O:5]1[CH2:9][CH2:8][C@H:7]([N:10]2[CH2:14][CH2:13][NH:12][C:11]2=[O:15])[CH2:6]1.N1C=CC=CC=1.[CH3:22][N:23]1[CH:27]=[C:26]([C:28]2[CH:33]=[C:32]([O:34][C:35]3[CH:36]=[CH:37][C:38]([NH2:41])=[N:39][CH:40]=3)[CH:31]=[CH:30][N:29]=2)[CH:25]=[N:24]1. (2) Given the product [CH2:1]([C:8]1[CH:9]=[N:10][C:11]2[C:16]([C:17]=1[C:18]1[CH:19]=[C:20]([NH:24][CH2:35][C:34]3[CH:37]=[C:30]([Br:29])[CH:31]=[CH:32][C:33]=3[F:38])[CH:21]=[CH:22][CH:23]=1)=[CH:15][CH:14]=[CH:13][C:12]=2[C:25]([F:28])([F:26])[F:27])[C:2]1[CH:3]=[CH:4][CH:5]=[CH:6][CH:7]=1, predict the reactants needed to synthesize it. The reactants are: [CH2:1]([C:8]1[CH:9]=[N:10][C:11]2[C:16]([C:17]=1[C:18]1[CH:19]=[C:20]([NH2:24])[CH:21]=[CH:22][CH:23]=1)=[CH:15][CH:14]=[CH:13][C:12]=2[C:25]([F:28])([F:27])[F:26])[C:2]1[CH:7]=[CH:6][CH:5]=[CH:4][CH:3]=1.[Br:29][C:30]1[CH:31]=[CH:32][C:33]([F:38])=[C:34]([CH:37]=1)[CH:35]=O. (3) Given the product [CH3:14][O:13][C:7]1[CH:8]=[C:9]([O:11][CH3:12])[CH:10]=[C:2]2[C:3]=1[C:4](=[O:5])[NH:6][C:15]([C:17]1[CH:27]=[CH:26][C:20]([O:21][CH2:22][C:23]([OH:25])=[O:24])=[C:19]([O:50][CH3:48])[CH:18]=1)=[N:1]2, predict the reactants needed to synthesize it. The reactants are: [NH2:1][C:2]1[CH:10]=[C:9]([O:11][CH3:12])[CH:8]=[C:7]([O:13][CH3:14])[C:3]=1[C:4]([NH2:6])=[O:5].[CH:15]([C:17]1[CH:27]=[CH:26][C:20]([O:21][CH2:22][C:23]([OH:25])=[O:24])=[C:19](C)[CH:18]=1)=O.S([O-])(O)=O.[Na+].O.C1(C)C=CC(S(O)(=O)=O)=CC=1.CN(C)[C:48](=[O:50])C. (4) Given the product [O:6]=[C:7]1[C:15]2([CH2:19][O:18][C:17]3[CH:20]=[C:21]4[C:25](=[CH:26][C:16]2=3)[CH2:24][CH2:23][O:22]4)[C:14]2[C:9](=[CH:10][CH:11]=[CH:12][CH:13]=2)[N:8]1[CH2:27][C:28]1[O:29][CH:30]=[C:31]([C:33]([NH2:4])=[O:34])[N:32]=1, predict the reactants needed to synthesize it. The reactants are: N.Cl.C[NH:4]C.[O:6]=[C:7]1[C:15]2([CH2:19][O:18][C:17]3[CH:20]=[C:21]4[C:25](=[CH:26][C:16]2=3)[CH2:24][CH2:23][O:22]4)[C:14]2[C:9](=[CH:10][CH:11]=[CH:12][CH:13]=2)[N:8]1[CH2:27][C:28]1[O:29][CH:30]=[C:31]([C:33](O)=[O:34])[N:32]=1.O=C1C2(COC3C=C4C(=CC2=3)CCO4)C2C(=CC=CC=2)N1CC1OC(C(O)=O)=CC=1. (5) Given the product [C:23]([CH2:22][CH:21]([NH:20][C:10]([C:7]1[CH:6]=[C:5]([O:13][CH2:14][C:15]([F:18])([F:17])[F:16])[C:4]([CH:1]2[CH2:2][CH2:3]2)=[CH:9][N:8]=1)=[O:12])[CH2:26][CH:27]([CH3:29])[CH3:28])(=[O:24])[NH2:25], predict the reactants needed to synthesize it. The reactants are: [CH:1]1([C:4]2[C:5]([O:13][CH2:14][C:15]([F:18])([F:17])[F:16])=[CH:6][C:7]([C:10]([OH:12])=O)=[N:8][CH:9]=2)[CH2:3][CH2:2]1.Cl.[NH2:20][CH:21]([CH2:26][CH:27]([CH3:29])[CH3:28])[CH2:22][C:23]([NH2:25])=[O:24]. (6) Given the product [C:1]([O:8][C@H:9]1[CH2:26][CH2:25][C@@:24]2([CH3:27])[C@@H:11]([CH2:12][CH2:13][C@:14]3([CH3:38])[C@@H:23]2[CH2:22][CH2:21][C@H:20]2[C@@:15]3([CH3:37])[CH2:16][CH2:17][C@@:18]3([C:34]([OH:36])=[O:35])[CH2:30][CH2:29][C@@H:28]([C:31]([CH3:33])=[CH2:32])[C@@H:19]32)[C:10]1([CH3:40])[CH3:39])(=[O:3])[CH3:2], predict the reactants needed to synthesize it. The reactants are: [C:1](OC(=O)C)(=[O:3])[CH3:2].[OH:8][C@H:9]1[CH2:26][CH2:25][C@@:24]2([CH3:27])[C@@H:11]([CH2:12][CH2:13][C@:14]3([CH3:38])[C@@H:23]2[CH2:22][CH2:21][C@H:20]2[C@@:15]3([CH3:37])[CH2:16][CH2:17][C@@:18]3([C:34]([OH:36])=[O:35])[CH2:30][CH2:29][C@@H:28]([C:31]([CH3:33])=[CH2:32])[C@@H:19]32)[C:10]1([CH3:40])[CH3:39].CCN(C(C)C)C(C)C.